Dataset: Reaction yield outcomes from USPTO patents with 853,638 reactions. Task: Predict the reaction yield, written as a fraction of the theoretical maximum amount of product (1.0 means a 100% yield; for example, 0.34 means a 34% yield). (1) The reactants are [C:9](O[C:9]([O:11][C:12]([CH3:15])([CH3:14])[CH3:13])=[O:10])([O:11][C:12]([CH3:15])([CH3:14])[CH3:13])=[O:10].[NH2:16][CH2:17][CH2:18][O:19][CH2:20][CH2:21][OH:22].O. The catalyst is C(Cl)(Cl)Cl. The product is [C:12]([O:11][C:9](=[O:10])[NH:16][CH2:17][CH2:18][O:19][CH2:20][CH2:21][OH:22])([CH3:13])([CH3:14])[CH3:15]. The yield is 0.960. (2) The reactants are ClC(Cl)(Cl)C[O:4][C:5](=[O:35])[C:6]1[CH:11]=[CH:10][CH:9]=[CH:8][C:7]=1[CH2:12][S:13][C:14]1[CH:19]=[CH:18][CH:17]=[C:16]([CH2:20][C:21]([O:23][CH2:24][C:25]2[CH:30]=[CH:29][C:28]([C:31]([F:34])([F:33])[F:32])=[CH:27][CH:26]=2)=[O:22])[CH:15]=1.CC(O)=O. The catalyst is C(Cl)Cl.[Zn]. The product is [F:34][C:31]([F:32])([F:33])[C:28]1[CH:29]=[CH:30][C:25]([CH2:24][O:23][C:21]([CH2:20][C:16]2[CH:15]=[C:14]([S:13][CH2:12][C:7]3[CH:8]=[CH:9][CH:10]=[CH:11][C:6]=3[C:5]([OH:35])=[O:4])[CH:19]=[CH:18][CH:17]=2)=[O:22])=[CH:26][CH:27]=1. The yield is 0.700. (3) The yield is 0.420. The reactants are [CH3:1][C:2]1[CH:9]=[C:6]([CH:7]=O)[C:5]([OH:10])=[CH:4][CH:3]=1.C([O-])([O-])=O.[K+].[K+].[CH3:17][O:18][C:19](=[O:26])[CH:20](Br)C(OC)=O. The product is [CH3:17][O:18][C:19]([C:20]1[O:10][C:5]2[CH:4]=[CH:3][C:2]([CH3:1])=[CH:9][C:6]=2[CH:7]=1)=[O:26]. The catalyst is C1(C)C=CC=CC=1. (4) The reactants are [O:1]1[C:5]2([CH2:10][CH2:9][CH:8]([NH:11][C:12]3[NH:16][N:15]=[CH:14][CH:13]=3)[CH2:7][CH2:6]2)[O:4][CH2:3][CH2:2]1.N12CCCN=C1CCCCC2.[C:28]([C:30]1[CH:35]=[CH:34][CH:33]=[CH:32][C:31]=1[C:36]1[CH:41]=[CH:40][C:39]([CH2:42][CH:43]([C:49](=O)[CH2:50][CH2:51][CH3:52])[C:44](OCC)=[O:45])=[CH:38][C:37]=1[CH3:54])#[N:29].C(OCC)(=O)C. The catalyst is CCN(C1C=CC=CC=1)CC.O. The product is [O:4]1[C:5]2([CH2:6][CH2:7][CH:8]([N:11]3[C:44](=[O:45])[C:43]([CH2:42][C:39]4[CH:40]=[CH:41][C:36]([C:31]5[C:30]([C:28]#[N:29])=[CH:35][CH:34]=[CH:33][CH:32]=5)=[C:37]([CH3:54])[CH:38]=4)=[C:49]([CH2:50][CH2:51][CH3:52])[N:16]4[N:15]=[CH:14][CH:13]=[C:12]34)[CH2:9][CH2:10]2)[O:1][CH2:2][CH2:3]1. The yield is 0.740.